From a dataset of Reaction yield outcomes from USPTO patents with 853,638 reactions. Predict the reaction yield, written as a fraction of the theoretical maximum amount of product (1.0 means a 100% yield; for example, 0.34 means a 34% yield). (1) The product is [Br:15][C:11]1[C:6]2[C:7](=[N:8][C:3]([S:2][CH3:1])=[N:4][CH:5]=2)[NH:9][N:10]=1. The reactants are [CH3:1][S:2][C:3]1[N:8]=[C:7]2[NH:9][NH:10][C:11](=O)[C:6]2=[CH:5][N:4]=1.P(Br)(Br)([Br:15])=O.O.[OH-].[NH4+]. The catalyst is CC#N. The yield is 0.770. (2) The product is [CH:1]1([CH2:7][NH:8][C:9]([C:11]2[C:16]([NH:17][C:18]([C:20]3[C:29]4[C:24](=[CH:25][CH:26]=[CH:27][CH:28]=4)[C:23]([CH2:30][N:31]4[CH:35]=[CH:34][N:33]=[N:32]4)=[CH:22][CH:21]=3)=[O:19])=[CH:15][CH:14]=[C:13]([OH:36])[N:12]=2)=[O:10])[CH2:6][CH2:5][CH2:4][CH2:3][CH2:2]1. The catalyst is O. The reactants are [CH:1]1([CH2:7][NH:8][C:9]([C:11]2[C:16]([NH:17][C:18]([C:20]3[C:29]4[C:24](=[CH:25][CH:26]=[CH:27][CH:28]=4)[C:23]([CH2:30][N:31]4[CH:35]=[CH:34][N:33]=[N:32]4)=[CH:22][CH:21]=3)=[O:19])=[CH:15][CH:14]=[C:13]([O:36]C)[N:12]=2)=[O:10])[CH2:6][CH2:5][CH2:4][CH2:3][CH2:2]1.Cl.N1C=CC=CC=1. The yield is 0.690.